This data is from Peptide-MHC class I binding affinity with 185,985 pairs from IEDB/IMGT. The task is: Regression. Given a peptide amino acid sequence and an MHC pseudo amino acid sequence, predict their binding affinity value. This is MHC class I binding data. (1) The peptide sequence is FHRKKTDAL. The MHC is HLA-B44:02 with pseudo-sequence HLA-B44:02. The binding affinity (normalized) is 0.0847. (2) The peptide sequence is ELGGGFGTL. The MHC is HLA-A02:11 with pseudo-sequence HLA-A02:11. The binding affinity (normalized) is 0.379. (3) The peptide sequence is ETVNFVPNY. The MHC is HLA-A30:01 with pseudo-sequence HLA-A30:01. The binding affinity (normalized) is 0.0847. (4) The peptide sequence is KVFPYALINK. The MHC is HLA-B44:02 with pseudo-sequence HLA-B44:02. The binding affinity (normalized) is 0. (5) The peptide sequence is AVNAATYNR. The MHC is HLA-A31:01 with pseudo-sequence HLA-A31:01. The binding affinity (normalized) is 0.854. (6) The peptide sequence is AAHARFVAA. The MHC is HLA-A24:02 with pseudo-sequence HLA-A24:02. The binding affinity (normalized) is 0.172. (7) The peptide sequence is HYDAPVFPI. The MHC is HLA-B39:01 with pseudo-sequence HLA-B39:01. The binding affinity (normalized) is 0.400. (8) The peptide sequence is KYRLKHIVW. The MHC is HLA-B53:01 with pseudo-sequence HLA-B53:01. The binding affinity (normalized) is 0.